Dataset: Forward reaction prediction with 1.9M reactions from USPTO patents (1976-2016). Task: Predict the product of the given reaction. Given the reactants N1C=CC=CC=1.[F:7][C:8]([F:21])([F:20])[S:9]([O:12]S(C(F)(F)F)(=O)=O)(=[O:11])=[O:10].[CH3:22][C:23]([CH3:43])([O:25][C:26]([NH:28][C@@H:29]([CH2:35][C:36]1[CH:41]=[CH:40][C:39](O)=[CH:38][CH:37]=1)[C:30]([O:32][CH2:33][CH3:34])=[O:31])=[O:27])[CH3:24].O, predict the reaction product. The product is: [CH3:43][C:23]([CH3:22])([O:25][C:26]([NH:28][C@@H:29]([CH2:35][C:36]1[CH:37]=[CH:38][C:39]([O:12][S:9]([C:8]([F:21])([F:20])[F:7])(=[O:11])=[O:10])=[CH:40][CH:41]=1)[C:30]([O:32][CH2:33][CH3:34])=[O:31])=[O:27])[CH3:24].